This data is from Reaction yield outcomes from USPTO patents with 853,638 reactions. The task is: Predict the reaction yield, written as a fraction of the theoretical maximum amount of product (1.0 means a 100% yield; for example, 0.34 means a 34% yield). (1) The reactants are [I:1][C:2]1[C:10]2[C:5](=[N:6][CH:7]=[N:8][C:9]=2[NH2:11])[NH:4][N:3]=1.O[CH2:13][C@H:14]1[CH2:18][CH2:17][CH2:16][N:15]1[C:19]([O:21][C:22]([CH3:25])([CH3:24])[CH3:23])=[O:20].C1C=CC(P(C2C=CC=CC=2)C2C=CC=CC=2)=CC=1.CC(OC(/N=N/C(OC(C)C)=O)=O)C. The catalyst is O.CN(C)C=O. The product is [NH2:11][C:9]1[N:8]=[CH:7][N:6]=[C:5]2[N:4]([CH2:13][C@H:14]3[CH2:18][CH2:17][CH2:16][N:15]3[C:19]([O:21][C:22]([CH3:23])([CH3:25])[CH3:24])=[O:20])[N:3]=[C:2]([I:1])[C:10]=12. The yield is 0.0600. (2) The reactants are C([O:8][C:9]1[CH:14]=[CH:13][C:12]([C:15]2[CH:20]=[CH:19][CH:18]=[C:17]([NH:21][C@H:22]([C:30]([O:32][CH3:33])=[O:31])[CH2:23][C:24]3[CH:29]=[CH:28][CH:27]=[CH:26][CH:25]=3)[CH:16]=2)=[CH:11][CH:10]=1)C1C=CC=CC=1. The catalyst is [Pd].O1CCCC1.C(OCC)(=O)C. The product is [OH:8][C:9]1[CH:10]=[CH:11][C:12]([C:15]2[CH:20]=[CH:19][CH:18]=[C:17]([NH:21][C@H:22]([C:30]([O:32][CH3:33])=[O:31])[CH2:23][C:24]3[CH:25]=[CH:26][CH:27]=[CH:28][CH:29]=3)[CH:16]=2)=[CH:13][CH:14]=1. The yield is 0.670. (3) The reactants are [Cl:1][C:2]1[CH:27]=[CH:26][C:5]([C:6]([NH:8][CH:9]2[CH2:12][N:11]([C:13]([N:15]3[CH2:21][CH2:20][CH2:19][N:18]([CH:22]4[CH2:25][CH2:24][CH2:23]4)[CH2:17][CH2:16]3)=[O:14])[CH2:10]2)=[O:7])=[CH:4][CH:3]=1.[H-].[Na+].[CH3:30]I. The catalyst is C1COCC1. The product is [Cl:1][C:2]1[CH:27]=[CH:26][C:5]([C:6]([N:8]([CH:9]2[CH2:12][N:11]([C:13]([N:15]3[CH2:21][CH2:20][CH2:19][N:18]([CH:22]4[CH2:23][CH2:24][CH2:25]4)[CH2:17][CH2:16]3)=[O:14])[CH2:10]2)[CH3:30])=[O:7])=[CH:4][CH:3]=1. The yield is 0.660. (4) The reactants are C[O:2][C:3](=[O:33])[CH2:4][CH:5]([N:19]1[CH2:27][C:26]2[C:21](=[C:22]([NH:28][C:29](=[O:31])[CH3:30])[CH:23]=[CH:24][CH:25]=2)[C:20]1=[O:32])[C:6]1[CH:11]=[CH:10][C:9]([O:12][CH:13]([F:15])[F:14])=[C:8]([O:16][CH2:17][CH3:18])[CH:7]=1.[OH-].[Na+]. The catalyst is C1COCC1. The product is [C:29]([NH:28][C:22]1[CH:23]=[CH:24][CH:25]=[C:26]2[C:21]=1[C:20](=[O:32])[N:19]([CH:5]([C:6]1[CH:11]=[CH:10][C:9]([O:12][CH:13]([F:14])[F:15])=[C:8]([O:16][CH2:17][CH3:18])[CH:7]=1)[CH2:4][C:3]([OH:33])=[O:2])[CH2:27]2)(=[O:31])[CH3:30]. The yield is 0.960. (5) The reactants are [C:1]([O:5][C:6]([N:8]1[CH2:13][C:12](=[O:14])[N:11]([C:15]2[CH:20]=[CH:19][C:18]([O:21][CH2:22][CH2:23][CH2:24][O:25][CH2:26][C:27]3[CH:32]=[CH:31][CH:30]=[CH:29][C:28]=3[O:33][CH3:34])=[CH:17][CH:16]=2)[C@@H:10]([CH2:35][NH2:36])[CH2:9]1)=[O:7])([CH3:4])([CH3:3])[CH3:2].[CH3:37][O:38][C:39]1[CH:47]=[CH:46][CH:45]=[CH:44][C:40]=1[C:41](Cl)=[O:42].C(N(CC)CC)C. The catalyst is ClCCl.C(OCC)(=O)C. The product is [C:1]([O:5][C:6]([N:8]1[CH2:13][C:12](=[O:14])[N:11]([C:15]2[CH:20]=[CH:19][C:18]([O:21][CH2:22][CH2:23][CH2:24][O:25][CH2:26][C:27]3[CH:32]=[CH:31][CH:30]=[CH:29][C:28]=3[O:33][CH3:34])=[CH:17][CH:16]=2)[C@@H:10]([CH2:35][NH:36][C:41](=[O:42])[C:40]2[CH:44]=[CH:45][CH:46]=[CH:47][C:39]=2[O:38][CH3:37])[CH2:9]1)=[O:7])([CH3:2])([CH3:4])[CH3:3]. The yield is 0.990.